From a dataset of Full USPTO retrosynthesis dataset with 1.9M reactions from patents (1976-2016). Predict the reactants needed to synthesize the given product. (1) Given the product [NH2:8][C:6]1[CH:5]=[C:4]([NH:9][C:24](=[O:23])[CH2:25][N:26]([CH3:30])[CH3:27])[CH:3]=[C:2]([Cl:1])[CH:7]=1, predict the reactants needed to synthesize it. The reactants are: [Cl:1][C:2]1[CH:3]=[C:4]([NH2:9])[CH:5]=[C:6]([NH2:8])[CH:7]=1.C(Cl)CCl.C1C=CC2N([OH:23])N=NC=2C=1.[CH3:24][CH2:25][N:26]([CH:30](C)C)[CH:27](C)C. (2) Given the product [C:15]([O:14][C:12]([C:11]1[CH:3]=[CH:2][S:1][C:9]=1[NH2:10])=[O:13])([CH3:18])([CH3:17])[CH3:16], predict the reactants needed to synthesize it. The reactants are: [S:1]1CC(O)S[CH2:3][CH:2]1O.[C:9]([CH2:11][C:12]([O:14][C:15]([CH3:18])([CH3:17])[CH3:16])=[O:13])#[N:10].C(N(CC)CC)C.O. (3) Given the product [Cl:49][C:50]1[CH:67]=[CH:66][C:53]2[NH:54][C:55]([CH:57]([NH:65][C:5](=[O:7])[C:4]3[CH:8]=[CH:9][C:10]([C:11]([N:13]4[CH2:17][CH2:16][CH2:15][CH2:14]4)=[O:12])=[C:2]([CH3:1])[CH:3]=3)[CH2:58][N:59]3[CH2:64][CH2:63][CH2:62][CH2:61][CH2:60]3)=[N:56][C:52]=2[CH:51]=1, predict the reactants needed to synthesize it. The reactants are: [CH3:1][C:2]1[CH:3]=[C:4]([CH:8]=[CH:9][C:10]=1[C:11]([N:13]1[CH2:17][CH2:16][CH2:15][CH2:14]1)=[O:12])[C:5]([OH:7])=O.CN(C(ON1N=NC2C=CC=CC1=2)=[N+](C)C)C.[B-](F)(F)(F)F.C(N(C(C)C)CC)(C)C.[Cl:49][C:50]1[CH:67]=[CH:66][C:53]2[NH:54][C:55]([CH:57]([NH2:65])[CH2:58][N:59]3[CH2:64][CH2:63][CH2:62][CH2:61][CH2:60]3)=[N:56][C:52]=2[CH:51]=1.ClCl. (4) Given the product [CH3:1][S:2]([C:3]1[CH:10]=[CH:9][CH:8]=[CH:7][C:4]=1[CH:5]=[O:6])=[O:13], predict the reactants needed to synthesize it. The reactants are: [CH3:1][S:2][C:3]1[CH:10]=[CH:9][CH:8]=[CH:7][C:4]=1[CH:5]=[O:6].C(OCC)(=[O:13])C.